This data is from Peptide-MHC class II binding affinity with 134,281 pairs from IEDB. The task is: Regression. Given a peptide amino acid sequence and an MHC pseudo amino acid sequence, predict their binding affinity value. This is MHC class II binding data. (1) The peptide sequence is SQDYELSWNLNGLQAY. The MHC is DRB1_0401 with pseudo-sequence DRB1_0401. The binding affinity (normalized) is 0.565. (2) The peptide sequence is KVFLTQMNARGVKVK. The MHC is DRB4_0101 with pseudo-sequence DRB4_0103. The binding affinity (normalized) is 0.542. (3) The peptide sequence is LIGNGGAGGAGGVGA. The MHC is DRB5_0101 with pseudo-sequence DRB5_0101. The binding affinity (normalized) is 0.216. (4) The peptide sequence is SQIPISINYRTEIDK. The MHC is HLA-DPA10201-DPB11401 with pseudo-sequence HLA-DPA10201-DPB11401. The binding affinity (normalized) is 0.211. (5) The peptide sequence is LNKIVRMYSPVSILDI. The MHC is HLA-DPA10201-DPB10101 with pseudo-sequence HLA-DPA10201-DPB10101. The binding affinity (normalized) is 0.699. (6) The peptide sequence is INEPTAAAIKYGLDR. The MHC is HLA-DQA10501-DQB10301 with pseudo-sequence HLA-DQA10501-DQB10301. The binding affinity (normalized) is 0.589. (7) The peptide sequence is SQALNSVANRSKQTIGDL. The MHC is DRB1_0101 with pseudo-sequence DRB1_0101. The binding affinity (normalized) is 0. (8) The peptide sequence is YDKFLANVSTVLTYK. The MHC is DRB1_1101 with pseudo-sequence DRB1_1101. The binding affinity (normalized) is 0.551. (9) The peptide sequence is INVGFKAAVAAAAGV. The MHC is DRB1_0101 with pseudo-sequence DRB1_0101. The binding affinity (normalized) is 0.865.